This data is from Forward reaction prediction with 1.9M reactions from USPTO patents (1976-2016). The task is: Predict the product of the given reaction. (1) The product is: [NH2:5][C:6]1[CH:7]=[CH:8][C:9]([C:12]([NH2:13])=[O:1])=[N:10][CH:11]=1. Given the reactants [OH:1]O.[OH-].[Na+].[NH2:5][C:6]1[CH:7]=[CH:8][C:9]([C:12]#[N:13])=[N:10][CH:11]=1, predict the reaction product. (2) Given the reactants Cl[C:2]1[C:21]([C:22]2[CH:23]=[N:24][CH:25]=[N:26][CH:27]=2)=[CH:20][C:5]([C:6]([NH:8][C:9]2[CH:14]=[CH:13][C:12]([O:15][C:16]([F:19])([F:18])[F:17])=[CH:11][CH:10]=2)=[O:7])=[CH:4][N:3]=1.Cl.[F:29][C:30]1([F:35])[CH2:34][CH2:33][NH:32][CH2:31]1.CCN(C(C)C)C(C)C, predict the reaction product. The product is: [F:29][C:30]1([F:35])[CH2:34][CH2:33][N:32]([C:2]2[C:21]([C:22]3[CH:27]=[N:26][CH:25]=[N:24][CH:23]=3)=[CH:20][C:5]([C:6]([NH:8][C:9]3[CH:14]=[CH:13][C:12]([O:15][C:16]([F:17])([F:19])[F:18])=[CH:11][CH:10]=3)=[O:7])=[CH:4][N:3]=2)[CH2:31]1. (3) Given the reactants [CH:1]([CH:3]=[CH2:4])=[O:2].[C:5]([OH:9])(=[O:8])[CH:6]=[CH2:7].C(O)(=O)/C=C/CC(O)=O.[C:19]([OH:26])(=[O:25])/[CH:20]=[CH:21]/[C:22]([OH:24])=[O:23], predict the reaction product. The product is: [CH:1]([CH:3]=[CH2:4])=[O:2].[C:5]([OH:9])(=[O:8])[CH:6]=[CH2:7].[C:19]([OH:26])(=[O:25])/[CH:20]=[CH:21]\[C:22]([OH:24])=[O:23]. (4) Given the reactants [C:1]1([S:7]([N:10]2[C:14]3[N:15]=[CH:16][N:17]=[C:18](Cl)[C:13]=3[C:12]([CH:20]([OH:43])[C:21]3[CH:22]=[CH:23][C:24]([N:28]([C:36]4[CH:37]=[N:38][C:39]([CH3:42])=[CH:40][CH:41]=4)[C:29](=[O:35])[O:30][C:31]([CH3:34])([CH3:33])[CH3:32])=[N:25][C:26]=3[F:27])=[CH:11]2)(=[O:9])=[O:8])[CH:6]=[CH:5][CH:4]=[CH:3][CH:2]=1.[CH3:44][NH2:45], predict the reaction product. The product is: [C:1]1([S:7]([N:10]2[C:14]3[N:15]=[CH:16][N:17]=[C:18]([NH:45][CH3:44])[C:13]=3[C:12]([CH:20]([OH:43])[C:21]3[CH:22]=[CH:23][C:24]([N:28]([C:36]4[CH:37]=[N:38][C:39]([CH3:42])=[CH:40][CH:41]=4)[C:29](=[O:35])[O:30][C:31]([CH3:34])([CH3:33])[CH3:32])=[N:25][C:26]=3[F:27])=[CH:11]2)(=[O:9])=[O:8])[CH:6]=[CH:5][CH:4]=[CH:3][CH:2]=1. (5) The product is: [Cl:9][C:10]1[C:11]([F:35])=[N:12][C:13]([NH:1][CH2:2][CH2:3][CH2:4][S:5]([OH:8])(=[O:7])=[O:6])=[C:14]([Cl:28])[C:15]=1[O:16][C:17]1[CH:22]=[CH:21][C:20]([OH:23])=[C:19]([CH:25]([CH3:27])[CH3:26])[CH:18]=1. Given the reactants [NH2:1][CH2:2][CH2:3][CH2:4][S:5]([OH:8])(=[O:7])=[O:6].[Cl:9][C:10]1[C:11]([F:35])=[N:12][C:13](NCC(OC)=O)=[C:14]([Cl:28])[C:15]=1[O:16][C:17]1[CH:22]=[CH:21][C:20]([O:23]C)=[C:19]([CH:25]([CH3:27])[CH3:26])[CH:18]=1, predict the reaction product. (6) Given the reactants Cl[C:2]([O:4][C:5]1[CH:10]=[CH:9][CH:8]=[CH:7][C:6]=1[Cl:11])=[O:3].[CH2:12]([CH:15]1[CH2:20][CH2:19][N:18](C(OC(C)(C)C)=O)[CH2:17][CH2:16]1)[C:13]#[CH:14], predict the reaction product. The product is: [CH2:12]([CH:15]1[CH2:20][CH2:19][N:18]([C:2]([O:4][C:5]2[CH:10]=[CH:9][CH:8]=[CH:7][C:6]=2[Cl:11])=[O:3])[CH2:17][CH2:16]1)[C:13]#[CH:14].